Dataset: Retrosynthesis with 50K atom-mapped reactions and 10 reaction types from USPTO. Task: Predict the reactants needed to synthesize the given product. Given the product NC1CCN(c2cccc3ccc(-n4cnc5cc(O)ccc54)nc23)CC1, predict the reactants needed to synthesize it. The reactants are: COc1ccc2c(c1)ncn2-c1ccc2cccc(N3CCC(N)CC3)c2n1.